From a dataset of NCI-60 drug combinations with 297,098 pairs across 59 cell lines. Regression. Given two drug SMILES strings and cell line genomic features, predict the synergy score measuring deviation from expected non-interaction effect. (1) Cell line: UACC62. Drug 1: CN1C(=O)N2C=NC(=C2N=N1)C(=O)N. Synergy scores: CSS=12.3, Synergy_ZIP=-3.38, Synergy_Bliss=1.13, Synergy_Loewe=-12.7, Synergy_HSA=0.380. Drug 2: CN(CCCl)CCCl.Cl. (2) Drug 1: CC1=CC=C(C=C1)C2=CC(=NN2C3=CC=C(C=C3)S(=O)(=O)N)C(F)(F)F. Drug 2: CC12CCC3C(C1CCC2OP(=O)(O)O)CCC4=C3C=CC(=C4)OC(=O)N(CCCl)CCCl.[Na+]. Cell line: DU-145. Synergy scores: CSS=1.57, Synergy_ZIP=-2.25, Synergy_Bliss=0.656, Synergy_Loewe=-3.57, Synergy_HSA=-3.76.